Dataset: Full USPTO retrosynthesis dataset with 1.9M reactions from patents (1976-2016). Task: Predict the reactants needed to synthesize the given product. (1) Given the product [Br:1][C:2]1[CH:3]=[C:4]([F:12])[C:5]([C:6]#[N:8])=[C:9]([F:11])[CH:10]=1, predict the reactants needed to synthesize it. The reactants are: [Br:1][C:2]1[CH:10]=[C:9]([F:11])[C:5]([C:6]([NH2:8])=O)=[C:4]([F:12])[CH:3]=1.N1C(Cl)=NC(Cl)=NC=1Cl.O. (2) Given the product [C:1]([C:5]1[CH:13]=[CH:12][C:8]([C:9]([O:11][CH3:18])=[O:10])=[C:7]([OH:14])[CH:6]=1)([CH3:4])([CH3:3])[CH3:2], predict the reactants needed to synthesize it. The reactants are: [C:1]([C:5]1[CH:13]=[CH:12][C:8]([C:9]([OH:11])=[O:10])=[C:7]([O:14]COC)[CH:6]=1)([CH3:4])([CH3:3])[CH3:2].[CH3:18]O. (3) The reactants are: [OH:1][C:2]1[CH:9]=[CH:8][C:5]([CH:6]=[O:7])=[CH:4][C:3]=1[O:10][CH3:11].C(=O)([O-])[O-].[Li+].[Li+].[Cl:18][C:19]1[CH:26]=[C:25](F)[CH:24]=[CH:23][C:20]=1[C:21]#[N:22].O. Given the product [Cl:18][C:19]1[CH:26]=[C:25]([O:1][C:2]2[CH:9]=[CH:8][C:5]([CH:6]=[O:7])=[CH:4][C:3]=2[O:10][CH3:11])[CH:24]=[CH:23][C:20]=1[C:21]#[N:22], predict the reactants needed to synthesize it. (4) Given the product [NH2:14][C:13]1[NH:28][N:27]=[C:15]([C:16]([O:18][CH2:19][CH3:20])=[O:17])[C:12]=1[CH2:11][C:5]1[CH:10]=[CH:9][CH:8]=[CH:7][CH:6]=1, predict the reactants needed to synthesize it. The reactants are: [O-]CC.[Na+].[C:5]1([CH2:11][CH2:12][C:13]#[N:14])[CH:10]=[CH:9][CH:8]=[CH:7][CH:6]=1.[C:15](OCC)(=O)[C:16]([O:18][CH2:19][CH3:20])=[O:17].Cl.O.[NH2:27][NH2:28]. (5) Given the product [C:1]([O:18][C:13]1[CH:14]=[CH:15][CH:16]=[CH:17][C:12]=1[O:11][CH2:5][CH2:6][CH2:7][CH2:8][CH2:9][CH3:10])(=[O:3])[CH3:2], predict the reactants needed to synthesize it. The reactants are: [C:1](Cl)(=[O:3])[CH3:2].[CH2:5]([O:11][C:12]1[CH:17]=[CH:16][CH:15]=[CH:14][C:13]=1[OH:18])[CH2:6][CH2:7][CH2:8][CH2:9][CH3:10].N1C=CC=CC=1.